From a dataset of Catalyst prediction with 721,799 reactions and 888 catalyst types from USPTO. Predict which catalyst facilitates the given reaction. (1) Reactant: C(OC(C1(S(C2C=CC(OC)=CC=2)(=O)=O)CC[N:9]([O:12]CCC2C=CC=CC=2)CC1)=O)C.[CH3:32][O:33][C:34]1[CH:39]=[CH:38][C:37]([S:40]([C:43]2([C:58]([OH:60])=[O:59])[CH2:48][CH2:47][N:46]([CH2:49][CH2:50][O:51][C:52]3[CH:57]=[CH:56][CH:55]=[CH:54][CH:53]=3)[CH2:45][CH2:44]2)(=[O:42])=[O:41])=[CH:36][CH:35]=1. Product: [CH3:32][O:33][C:34]1[CH:35]=[CH:36][C:37]([S:40]([C:43]2([C:58]([OH:60])=[O:59])[CH2:44][CH2:45][N:46]([CH2:49][CH2:50][O:51][C:52]3[CH:53]=[CH:54][CH:55]=[CH:56][CH:57]=3)[CH2:47][CH2:48]2)(=[O:41])=[O:42])=[CH:38][CH:39]=1.[OH:12][NH:9][C:58]([C:43]1([S:40]([C:37]2[CH:38]=[CH:39][C:34]([O:33][CH3:32])=[CH:35][CH:36]=2)(=[O:42])=[O:41])[CH2:48][CH2:47][N:46]([CH2:49][CH2:50][O:51][C:52]2[CH:57]=[CH:56][CH:55]=[CH:54][CH:53]=2)[CH2:45][CH2:44]1)=[O:60]. The catalyst class is: 702. (2) The catalyst class is: 51. Product: [CH2:16]([O:15][C:4]1[N:3]=[C:2]([NH:28][C:27]2[CH:26]=[CH:25][C:24]([N:21]3[CH2:22][CH2:23][O:18][CH2:19][CH2:20]3)=[CH:30][CH:29]=2)[N:7]=[C:6]2[NH:8][N:9]=[C:10]([S:11]([CH3:14])(=[O:13])=[O:12])[C:5]=12)[CH3:17]. Reactant: Cl[C:2]1[N:7]=[C:6]2[NH:8][N:9]=[C:10]([S:11]([CH3:14])(=[O:13])=[O:12])[C:5]2=[C:4]([O:15][CH2:16][CH3:17])[N:3]=1.[O:18]1[CH2:23][CH2:22][N:21]([C:24]2[CH:30]=[CH:29][C:27]([NH2:28])=[CH:26][CH:25]=2)[CH2:20][CH2:19]1.Cl. (3) Reactant: [Br:1][C:2]1[C:10]([O:11][CH3:12])=[CH:9][C:5]([C:6]([OH:8])=O)=[C:4]([F:13])[CH:3]=1.CN(C=O)C.S(Cl)(Cl)=O.[F:23][C:24]([F:33])([F:32])[C:25]1[CH:30]=[CH:29][N:28]=[C:27]([NH2:31])[CH:26]=1. Product: [Br:1][C:2]1[C:10]([O:11][CH3:12])=[CH:9][C:5]([C:6]([NH:31][C:27]2[CH:26]=[C:25]([C:24]([F:32])([F:23])[F:33])[CH:30]=[CH:29][N:28]=2)=[O:8])=[C:4]([F:13])[CH:3]=1. The catalyst class is: 64. (4) Reactant: [C:1]([C:3]1[CH:8]=[CH:7][N:6]=[C:5]([NH:9][C:10]2[N:15]=[C:14]([C:16]3[CH:17]=[N:18][C:19]([N:22]4[CH2:26][CH2:25][C@@H:24]([NH:27]C(=O)OC(C)(C)C)[CH2:23]4)=[CH:20][CH:21]=3)[CH:13]=[C:12]([CH:35]3[CH2:37][CH2:36]3)[CH:11]=2)[CH:4]=1)#[N:2].[ClH:38]. Product: [ClH:38].[ClH:38].[NH2:27][CH:24]1[CH2:25][CH2:26][N:22]([C:19]2[N:18]=[CH:17][C:16]([C:14]3[CH:13]=[C:12]([CH:35]4[CH2:37][CH2:36]4)[CH:11]=[C:10]([NH:9][C:5]4[CH:4]=[C:3]([C:1]#[N:2])[CH:8]=[CH:7][N:6]=4)[N:15]=3)=[CH:21][CH:20]=2)[CH2:23]1. The catalyst class is: 5. (5) Reactant: C[O:2][C:3]([C:5]1[CH:6]=[CH:7][C:8]2[N:9]([C:11]([C:32]3[CH:37]=[CH:36][CH:35]=[CH:34][CH:33]=3)=[C:12]([C:14]3[CH:19]=[CH:18][C:17]([C:20]4([NH:24][C:25]([O:27][C:28]([CH3:31])([CH3:30])[CH3:29])=[O:26])[CH2:23][CH2:22][CH2:21]4)=[CH:16][CH:15]=3)[N:13]=2)[CH:10]=1)=[O:4].[OH-].[Na+].Cl. Product: [C:28]([O:27][C:25]([NH:24][C:20]1([C:17]2[CH:16]=[CH:15][C:14]([C:12]3[N:13]=[C:8]4[CH:7]=[CH:6][C:5]([C:3]([OH:4])=[O:2])=[CH:10][N:9]4[C:11]=3[C:32]3[CH:37]=[CH:36][CH:35]=[CH:34][CH:33]=3)=[CH:19][CH:18]=2)[CH2:21][CH2:22][CH2:23]1)=[O:26])([CH3:31])([CH3:29])[CH3:30]. The catalyst class is: 371. (6) Reactant: [CH3:1][C:2]1[CH:10]=[CH:9][C:5]([C:6]([OH:8])=[O:7])=[CH:4][C:3]=1[C:11]1[CH:19]=[C:18]2[C:14]([C:15]3([CH2:24][CH2:23][CH2:22][CH2:21]3)[C:16](=[O:20])[NH:17]2)=[CH:13][CH:12]=1.Cl.O1CCOC[CH2:27]1.C(=O)([O-])[O-].[K+].[K+]. Product: [CH3:1][C:2]1[CH:10]=[CH:9][C:5]([C:6]([O:8][CH3:27])=[O:7])=[CH:4][C:3]=1[C:11]1[CH:19]=[C:18]2[C:14]([C:15]3([CH2:24][CH2:23][CH2:22][CH2:21]3)[C:16](=[O:20])[NH:17]2)=[CH:13][CH:12]=1. The catalyst class is: 125. (7) Reactant: C(=O)([O-])[O-].[Cs+].[Cs+].Br[C:8]1[S:9][CH:10]=[CH:11][N:12]=1.[I:13][C:14]1[CH:15]=[C:16]([OH:20])[CH:17]=[CH:18][CH:19]=1.O. Product: [I:13][C:14]1[CH:15]=[C:16]([CH:17]=[CH:18][CH:19]=1)[O:20][C:8]1[S:9][CH:10]=[CH:11][N:12]=1. The catalyst class is: 3.